From a dataset of Reaction yield outcomes from USPTO patents with 853,638 reactions. Predict the reaction yield, written as a fraction of the theoretical maximum amount of product (1.0 means a 100% yield; for example, 0.34 means a 34% yield). (1) The reactants are [CH3:1][C:2]1[CH:7]=[C:6]([O:8][CH2:9][C:10]2[N:15]=[CH:14][CH:13]=[CH:12][N:11]=2)[CH:5]=[CH:4][C:3]=1[NH:16][C:17]1[O:18][CH2:19][C:20](=[O:27])[C:21]=1[C:22]([O:24][CH2:25][CH3:26])=[O:23].[NH:28]1[C:36]2[C:31](=[CH:32][CH:33]=[CH:34][N:35]=2)[C:30]([CH:37]=O)=[CH:29]1.N1CCCCC1. The catalyst is C(O)C. The product is [NH:28]1[C:36]2=[N:35][CH:34]=[CH:33][CH:32]=[C:31]2[C:30]([CH:37]=[C:19]2[O:18][C:17]([NH:16][C:3]3[CH:4]=[CH:5][C:6]([O:8][CH2:9][C:10]4[N:15]=[CH:14][CH:13]=[CH:12][N:11]=4)=[CH:7][C:2]=3[CH3:1])=[C:21]([C:22]([O:24][CH2:25][CH3:26])=[O:23])[C:20]2=[O:27])=[CH:29]1. The yield is 0.190. (2) The reactants are [CH3:1][CH:2]([CH3:15])[CH2:3][C:4]([N:6]1[CH2:11][CH2:10][CH2:9][C@@H:8]([C:12](O)=[O:13])[CH2:7]1)=[O:5]. The catalyst is C1COCC1. The product is [OH:13][CH2:12][C@@H:8]1[CH2:9][CH2:10][CH2:11][N:6]([C:4](=[O:5])[CH2:3][CH:2]([CH3:1])[CH3:15])[CH2:7]1. The yield is 0.0600. (3) The reactants are [Cl:1][C:2]1[C:3]([O:30][CH3:31])=[CH:4][C:5]2[O:10][CH:9]([C:11]([N:13]3[CH2:18][CH2:17][C:16]([CH2:21][C:22]4[CH:27]=[CH:26][C:25]([F:28])=[CH:24][CH:23]=4)([C:19]#[N:20])[CH2:15][CH2:14]3)=[O:12])[CH2:8][NH:7][C:6]=2[CH:29]=1.[F:32][C:33]([F:44])([F:43])[C:34](O[C:34](=[O:35])[C:33]([F:44])([F:43])[F:32])=[O:35]. The catalyst is C(Cl)Cl. The product is [Cl:1][C:2]1[C:3]([O:30][CH3:31])=[CH:4][C:5]2[O:10][CH:9]([C:11]([N:13]3[CH2:14][CH2:15][C:16]([CH2:21][C:22]4[CH:23]=[CH:24][C:25]([F:28])=[CH:26][CH:27]=4)([C:19]#[N:20])[CH2:17][CH2:18]3)=[O:12])[CH2:8][N:7]([C:34](=[O:35])[C:33]([F:44])([F:43])[F:32])[C:6]=2[CH:29]=1. The yield is 0.459.